Dataset: Reaction yield outcomes from USPTO patents with 853,638 reactions. Task: Predict the reaction yield, written as a fraction of the theoretical maximum amount of product (1.0 means a 100% yield; for example, 0.34 means a 34% yield). The reactants are [I:1][C:2]1[N:3]=[C:4]([CH3:7])[NH:5][CH:6]=1.CCN(C(C)C)C(C)C.Cl[C:18]([O:20][CH2:21][CH3:22])=[O:19]. The catalyst is C1COCC1.CN(C1C=CN=CC=1)C. The product is [I:1][C:2]1[N:3]=[C:4]([CH3:7])[N:5]([C:18]([O:20][CH2:21][CH3:22])=[O:19])[CH:6]=1. The yield is 0.950.